This data is from Catalyst prediction with 721,799 reactions and 888 catalyst types from USPTO. The task is: Predict which catalyst facilitates the given reaction. (1) Reactant: [Br:1][C:2]1[CH:9]=[C:6]([CH:7]=[O:8])[C:5]([OH:10])=[CH:4][CH:3]=1.C(=O)([O-])[O-].[K+].[K+].[CH3:17][N:18]([CH3:22])[C:19](Cl)=[S:20]. Product: [Br:1][C:2]1[CH:3]=[CH:4][C:5]([O:10][C:19](=[S:20])[N:18]([CH3:22])[CH3:17])=[C:6]([CH:7]=[O:8])[CH:9]=1. The catalyst class is: 290. (2) Reactant: [O-:1]Cl=O.[Na+].[CH3:5][C:6]1[N:7]([CH2:14][CH:15]=[O:16])[C:8]([N+:11]([O-:13])=[O:12])=[CH:9][N:10]=1.CC(=CC)C.Cl. Product: [CH3:5][C:6]1[N:7]([CH2:14][C:15]([OH:1])=[O:16])[C:8]([N+:11]([O-:13])=[O:12])=[CH:9][N:10]=1. The catalyst class is: 878. (3) Reactant: F[C:2]1[C:7]([C:8]([F:11])([F:10])[F:9])=[CH:6][CH:5]=[CH:4][C:3]=1[CH:12]1[CH2:17][CH2:16][N:15]([CH2:18][CH2:19][CH3:20])[CH2:14][CH2:13]1.[C-:21]#[N:22].[Na+].C1OCCOCCOCCOCCOCCOC1.C(=O)([O-])[O-].[Na+].[Na+]. Product: [CH2:18]([N:15]1[CH2:16][CH2:17][CH:12]([C:3]2[CH:4]=[CH:5][CH:6]=[C:7]([C:8]([F:11])([F:10])[F:9])[C:2]=2[C:21]#[N:22])[CH2:13][CH2:14]1)[CH2:19][CH3:20]. The catalyst class is: 9. (4) Reactant: [CH3:1][N:2]([CH3:19])[CH2:3][C:4]1[N:8]=[C:7]([C:9]2[CH:14]=[C:13]([CH3:15])[CH:12]=[CH:11][C:10]=2[N+:16]([O-])=O)[O:6][N:5]=1.O.O.O.O.O.O.O.O.O.[S-][S-].[Na+].[Na+]. Product: [CH3:19][N:2]([CH2:3][C:4]1[N:8]=[C:7]([C:9]2[CH:14]=[C:13]([CH3:15])[CH:12]=[CH:11][C:10]=2[NH2:16])[O:6][N:5]=1)[CH3:1]. The catalyst class is: 38. (5) Reactant: [NH2:1][C:2]1[N:7]=[CH:6][N:5]=[C:4]2[N:8]([CH2:12][C:13]3[O:14][C:15]4[C:20]([C:21](=[O:29])[C:22]=3[C:23]3[CH:28]=[CH:27][CH:26]=[CH:25][CH:24]=3)=[CH:19][CH:18]=[CH:17][CH:16]=4)[N:9]=[C:10](I)[C:3]=12.C([N:37]1[C:45]2[C:40](=[CH:41][CH:42]=[C:43](B3OC(C)(C)C(C)(C)O3)[CH:44]=2)[C:39]([CH3:55])=[N:38]1)(OC(C)(C)C)=O.C(=O)([O-])[O-].[Na+].[Na+].ClCCl. Product: [NH2:1][C:2]1[N:7]=[CH:6][N:5]=[C:4]2[N:8]([CH2:12][C:13]3[O:14][C:15]4[C:20]([C:21](=[O:29])[C:22]=3[C:23]3[CH:28]=[CH:27][CH:26]=[CH:25][CH:24]=3)=[CH:19][CH:18]=[CH:17][CH:16]=4)[N:9]=[C:10]([C:43]3[CH:44]=[C:45]4[C:40]([C:39]([CH3:55])=[N:38][NH:37]4)=[CH:41][CH:42]=3)[C:3]=12. The catalyst class is: 615. (6) Reactant: [F:1][C:2]1[CH:7]=[CH:6][C:5]([C:8]2[S:12][C:11]([CH3:13])=[N:10][C:9]=2[C:14]([N:16]2[CH2:20][CH:19]3[CH2:21][CH2:22][CH2:23][CH:18]3[CH:17]2[CH2:24][N:25]2C(=O)C3C(=CC=CC=3)C2=O)=[O:15])=[CH:4][CH:3]=1.O.NN. Product: [NH2:25][CH2:24][CH:17]1[CH:18]2[CH2:23][CH2:22][CH2:21][CH:19]2[CH2:20][N:16]1[C:14]([C:9]1[N:10]=[C:11]([CH3:13])[S:12][C:8]=1[C:5]1[CH:4]=[CH:3][C:2]([F:1])=[CH:7][CH:6]=1)=[O:15]. The catalyst class is: 5. (7) Reactant: [CH3:1][O:2][C:3]1[CH:4]=[C:5]2[C:10](=[CH:11][C:12]=1[O:13][CH3:14])[N:9]=[CH:8][CH:7]=[C:6]2[O:15][C:16]1[CH:22]=[CH:21][C:19]([NH2:20])=[CH:18][CH:17]=1.C1(C)C=CC=CC=1.C(N(CC)CC)C.Cl[C:38](Cl)([O:40]C(=O)OC(Cl)(Cl)Cl)Cl.[CH2:49]([O:51][C:52]1[CH:60]=[CH:59][CH:58]=[CH:57][C:53]=1[CH:54]([OH:56])[CH3:55])[CH3:50]. Product: [CH3:1][O:2][C:3]1[CH:4]=[C:5]2[C:10](=[CH:11][C:12]=1[O:13][CH3:14])[N:9]=[CH:8][CH:7]=[C:6]2[O:15][C:16]1[CH:22]=[CH:21][C:19]([NH:20][C:38](=[O:40])[O:56][CH:54]([C:53]2[CH:57]=[CH:58][CH:59]=[CH:60][C:52]=2[O:51][CH2:49][CH3:50])[CH3:55])=[CH:18][CH:17]=1. The catalyst class is: 2. (8) Reactant: [F:1][CH:2]([F:23])[O:3][C:4]1[CH:9]=[CH:8][C:7]([C:10]2[CH:18]=[CH:17][CH:16]=[C:15]3[C:11]=2[CH2:12][CH2:13][C:14]3=[O:19])=[C:6]([OH:20])[C:5]=1[O:21][CH3:22].C(=O)([O-])[O-].[K+].[K+].Br[CH2:31][C:32]1[CH:37]=[CH:36][C:35]([S:38]([NH2:41])(=[O:40])=[O:39])=[CH:34][CH:33]=1. Product: [F:1][CH:2]([F:23])[O:3][C:4]1[C:5]([O:21][CH3:22])=[C:6]([C:7]([C:10]2[CH:18]=[CH:17][CH:16]=[C:15]3[C:11]=2[CH2:12][CH2:13][C:14]3=[O:19])=[CH:8][CH:9]=1)[O:20][CH2:31][C:32]1[CH:33]=[CH:34][C:35]([S:38]([NH2:41])(=[O:40])=[O:39])=[CH:36][CH:37]=1. The catalyst class is: 10. (9) Reactant: CN(C(ON1N=NC2C=CC=NC1=2)=[N+](C)C)C.F[P-](F)(F)(F)(F)F.[Br:25][C:26]1[CH:31]=[CH:30][C:29]([C@H:32]([C@@H:36]2[CH2:40][CH2:39][C:38]([CH3:42])([CH3:41])[N:37]2[C:43]([O:45][C:46]([CH3:49])([CH3:48])[CH3:47])=[O:44])[C:33]([OH:35])=O)=[C:28]([F:50])[CH:27]=1.Cl.Cl.[CH3:53][C@H:54]1[C:62]2[C:61]([N:63]3[CH2:68][CH2:67][NH:66][CH2:65][CH2:64]3)=[N:60][CH:59]=[N:58][C:57]=2[C@@H:56]([OH:69])[CH2:55]1.C(N(C(C)C)C(C)C)C. Product: [Br:25][C:26]1[CH:31]=[CH:30][C:29]([C@@H:32]([C@H:36]2[N:37]([C:43]([O:45][C:46]([CH3:47])([CH3:48])[CH3:49])=[O:44])[C:38]([CH3:41])([CH3:42])[CH2:39][CH2:40]2)[C:33]([N:66]2[CH2:67][CH2:68][N:63]([C:61]3[C:62]4[C@H:54]([CH3:53])[CH2:55][C@@H:56]([OH:69])[C:57]=4[N:58]=[CH:59][N:60]=3)[CH2:64][CH2:65]2)=[O:35])=[C:28]([F:50])[CH:27]=1. The catalyst class is: 2. (10) Reactant: C(OC([N:8]([C:18]1[N:19]=[C:20]2[CH:25]=[CH:24][CH:23]=[CH:22][N:21]2[C:26]=1[CH:27]1[CH2:29][CH2:28]1)[S:9]([C:12]1[CH:17]=[CH:16][CH:15]=[CH:14][CH:13]=1)(=[O:11])=[O:10])=O)(C)(C)C.FC(F)(F)C(O)=O. Product: [CH:27]1([C:26]2[N:21]3[CH:22]=[CH:23][CH:24]=[CH:25][C:20]3=[N:19][C:18]=2[NH:8][S:9]([C:12]2[CH:17]=[CH:16][CH:15]=[CH:14][CH:13]=2)(=[O:10])=[O:11])[CH2:29][CH2:28]1. The catalyst class is: 2.